From a dataset of NCI-60 drug combinations with 297,098 pairs across 59 cell lines. Regression. Given two drug SMILES strings and cell line genomic features, predict the synergy score measuring deviation from expected non-interaction effect. (1) Drug 1: C1CCC(C(C1)N)N.C(=O)(C(=O)[O-])[O-].[Pt+4]. Drug 2: CCC1(C2=C(COC1=O)C(=O)N3CC4=CC5=C(C=CC(=C5CN(C)C)O)N=C4C3=C2)O.Cl. Cell line: PC-3. Synergy scores: CSS=17.9, Synergy_ZIP=-6.98, Synergy_Bliss=-6.37, Synergy_Loewe=-2.81, Synergy_HSA=-1.61. (2) Drug 1: C1=CN(C=N1)CC(O)(P(=O)(O)O)P(=O)(O)O. Drug 2: CC12CCC3C(C1CCC2OP(=O)(O)O)CCC4=C3C=CC(=C4)OC(=O)N(CCCl)CCCl.[Na+]. Cell line: HCT116. Synergy scores: CSS=-1.00, Synergy_ZIP=-4.06, Synergy_Bliss=-5.62, Synergy_Loewe=-13.9, Synergy_HSA=-12.5. (3) Drug 1: C1=CC(=C2C(=C1NCCNCCO)C(=O)C3=C(C=CC(=C3C2=O)O)O)NCCNCCO. Drug 2: CC1=C(C(=CC=C1)Cl)NC(=O)C2=CN=C(S2)NC3=CC(=NC(=N3)C)N4CCN(CC4)CCO. Cell line: UACC-257. Synergy scores: CSS=1.23, Synergy_ZIP=1.51, Synergy_Bliss=1.95, Synergy_Loewe=-2.70, Synergy_HSA=-2.74. (4) Drug 1: B(C(CC(C)C)NC(=O)C(CC1=CC=CC=C1)NC(=O)C2=NC=CN=C2)(O)O. Drug 2: CCC1(C2=C(COC1=O)C(=O)N3CC4=CC5=C(C=CC(=C5CN(C)C)O)N=C4C3=C2)O. Cell line: UACC62. Synergy scores: CSS=67.5, Synergy_ZIP=0.0824, Synergy_Bliss=-0.735, Synergy_Loewe=-0.932, Synergy_HSA=3.62. (5) Drug 1: C1CN1P(=S)(N2CC2)N3CC3. Drug 2: CCCCCOC(=O)NC1=NC(=O)N(C=C1F)C2C(C(C(O2)C)O)O. Cell line: UACC-257. Synergy scores: CSS=3.88, Synergy_ZIP=-2.12, Synergy_Bliss=-0.0194, Synergy_Loewe=-1.48, Synergy_HSA=-0.0169. (6) Drug 1: C1CN(P(=O)(OC1)NCCCl)CCCl. Drug 2: CC1C(C(CC(O1)OC2CC(CC3=C2C(=C4C(=C3O)C(=O)C5=CC=CC=C5C4=O)O)(C(=O)C)O)N)O. Cell line: HCT116. Synergy scores: CSS=35.2, Synergy_ZIP=-3.32, Synergy_Bliss=-3.66, Synergy_Loewe=-11.1, Synergy_HSA=-1.80.